From a dataset of Full USPTO retrosynthesis dataset with 1.9M reactions from patents (1976-2016). Predict the reactants needed to synthesize the given product. (1) Given the product [Cl:1][C:2]1[CH:7]=[CH:6][C:5]([C:8]#[C:9][CH:10]2[CH2:11][CH2:12][N:13]([S:41]([CH3:40])(=[O:43])=[O:42])[CH2:14][CH2:15]2)=[CH:4][C:3]=1[C:16]1[N:25]=[CH:24][C:23]2[CH2:22][CH2:21][C:20]3[N:26]=[C:27]([NH:29][C:30](=[O:32])[CH3:31])[S:28][C:19]=3[C:18]=2[N:17]=1, predict the reactants needed to synthesize it. The reactants are: [Cl:1][C:2]1[CH:7]=[CH:6][C:5]([C:8]#[C:9][CH:10]2[CH2:15][CH2:14][NH:13][CH2:12][CH2:11]2)=[CH:4][C:3]=1[C:16]1[N:25]=[CH:24][C:23]2[CH2:22][CH2:21][C:20]3[N:26]=[C:27]([NH:29][C:30](=[O:32])[CH3:31])[S:28][C:19]=3[C:18]=2[N:17]=1.C(N(CC)CC)C.[CH3:40][S:41](Cl)(=[O:43])=[O:42]. (2) Given the product [CH2:6]([B:18]([CH2:12][CH2:13][CH2:14][CH2:15][CH2:16][CH3:17])[CH:3]1[CH2:2][C:4]1=[CH2:5])[CH2:7][CH2:8][CH2:9][CH2:10][CH3:11], predict the reactants needed to synthesize it. The reactants are: [Li][CH2:2][CH2:3][CH2:4][CH3:5].[CH3:6][CH2:7][CH2:8][CH2:9][CH2:10][CH3:11].[CH2:12]([BH:18]Cl)[CH2:13][CH2:14][CH2:15][CH2:16][CH3:17]. (3) Given the product [CH3:5][C:6]([C:9]1[CH:13]=[CH:12][N:11]([CH:24]2[S:28][CH2:27][N:26]([C:29]3[CH:34]=[CH:33][CH:32]=[C:31]([C:35]([F:37])([F:36])[F:38])[CH:30]=3)[C:25]2=[O:39])[N:10]=1)([CH3:8])[CH3:7], predict the reactants needed to synthesize it. The reactants are: S(Cl)(Cl)=O.[CH3:5][C:6]([C:9]1[CH:13]=[CH:12][NH:11][N:10]=1)([CH3:8])[CH3:7].C(N(CC)C(C)C)(C)C.O[CH:24]1[S:28][CH2:27][N:26]([C:29]2[CH:34]=[CH:33][CH:32]=[C:31]([C:35]([F:38])([F:37])[F:36])[CH:30]=2)[C:25]1=[O:39].C(=O)(O)[O-].[Na+]. (4) Given the product [CH3:1][O:2][C:3]1[CH:4]=[C:5]2[C:10](=[CH:11][C:12]=1[O:13][CH3:14])[N:9]=[CH:8][CH:7]=[C:6]2[O:15][C:16]1[CH:22]=[CH:21][C:19]([NH:20][C:32]([NH:43][C:44]2[S:45][CH:46]=[C:47]([CH2:49][C:50]([O:52][CH2:53][CH3:54])=[O:51])[N:48]=2)=[O:34])=[C:18]([F:23])[CH:17]=1, predict the reactants needed to synthesize it. The reactants are: [CH3:1][O:2][C:3]1[CH:4]=[C:5]2[C:10](=[CH:11][C:12]=1[O:13][CH3:14])[N:9]=[CH:8][CH:7]=[C:6]2[O:15][C:16]1[CH:22]=[CH:21][C:19]([NH2:20])=[C:18]([F:23])[CH:17]=1.C(N(CC)CC)C.Cl[C:32](Cl)([O:34]C(=O)OC(Cl)(Cl)Cl)Cl.[NH2:43][C:44]1[S:45][CH:46]=[C:47]([CH2:49][C:50]([O:52][CH2:53][CH3:54])=[O:51])[N:48]=1. (5) Given the product [BrH:25].[CH2:1]([O:8][C:9]([N:11]1[CH2:15][CH2:14][CH2:13][CH:12]1[C:16]1[S:17][N:24]=[C:19]([NH:20][C:21](=[O:23])[CH3:22])[N:18]=1)=[O:10])[C:2]1[CH:3]=[CH:4][CH:5]=[CH:6][CH:7]=1, predict the reactants needed to synthesize it. The reactants are: [CH2:1]([O:8][C:9]([N:11]1[CH2:15][CH2:14][CH2:13][CH:12]1[C:16]([NH:18][C:19]([NH2:24])=[N:20][C:21](=[O:23])[CH3:22])=[S:17])=[O:10])[C:2]1[CH:7]=[CH:6][CH:5]=[CH:4][CH:3]=1.[Br:25]Br. (6) Given the product [CH2:31]([O:30][C:28]([N:27]=[S:25]([C:22]1[CH:21]=[CH:20][C:19]([NH:18][C:2]2[N:7]=[C:6]([NH:8][C@H:9]([CH3:12])[CH2:10][OH:11])[C:5]([C:13]3[S:14][CH:15]=[CH:16][CH:17]=3)=[CH:4][N:3]=2)=[CH:24][CH:23]=1)([CH3:33])=[O:26])=[O:29])[CH3:32], predict the reactants needed to synthesize it. The reactants are: Cl[C:2]1[N:7]=[C:6]([NH:8][C@H:9]([CH3:12])[CH2:10][OH:11])[C:5]([C:13]2[S:14][CH:15]=[CH:16][CH:17]=2)=[CH:4][N:3]=1.[NH2:18][C:19]1[CH:24]=[CH:23][C:22]([S:25]([CH3:33])(=[N:27][C:28]([O:30][CH2:31][CH3:32])=[O:29])=[O:26])=[CH:21][CH:20]=1. (7) Given the product [CH2:22]([O:9][C:8]1[C:3]([CH2:1][CH3:2])=[C:4]([CH2:11][C:12]([O:14][CH3:15])=[O:13])[CH:5]=[C:6]([O:10][CH2:1][C:3]2[CH:8]=[CH:7][CH:6]=[CH:5][CH:4]=2)[CH:7]=1)[C:23]1[CH:28]=[CH:27][CH:26]=[CH:25][CH:24]=1, predict the reactants needed to synthesize it. The reactants are: [CH2:1]([C:3]1[C:8]([OH:9])=[CH:7][C:6]([OH:10])=[CH:5][C:4]=1[CH2:11][C:12]([O:14][CH3:15])=[O:13])[CH3:2].C(=O)([O-])[O-].[K+].[K+].[CH2:22](Br)[C:23]1[CH:28]=[CH:27][CH:26]=[CH:25][CH:24]=1.O. (8) Given the product [F:1][C:2]1[CH:3]=[C:4]([S:8]([NH:11][C:12]2[CH:21]=[CH:20][C:19]3[CH:18]([CH2:22][NH:23][CH3:24])[CH2:17][CH2:16][CH2:15][C:14]=3[CH:13]=2)(=[O:10])=[O:9])[CH:5]=[CH:6][CH:7]=1, predict the reactants needed to synthesize it. The reactants are: [F:1][C:2]1[CH:3]=[C:4]([S:8]([NH:11][C:12]2[CH:21]=[CH:20][C:19]3[CH:18]([CH2:22][NH:23][CH:24]=O)[CH2:17][CH2:16][CH2:15][C:14]=3[CH:13]=2)(=[O:10])=[O:9])[CH:5]=[CH:6][CH:7]=1.B.C1COCC1.Cl. (9) Given the product [CH:18]1([N:7]([CH:1]2[CH2:6][CH2:5][CH2:4][CH2:3][CH2:2]2)[C:8]([NH:10][C:11]2[S:12][CH:13]=[C:14]([CH:16]=[O:17])[N:15]=2)=[O:9])[CH2:19][CH2:20][CH2:21][CH2:22][CH2:23]1, predict the reactants needed to synthesize it. The reactants are: [CH:1]1([N:7]([CH:18]2[CH2:23][CH2:22][CH2:21][CH2:20][CH2:19]2)[C:8]([NH:10][C:11]2[S:12][CH:13]=[C:14]([CH2:16][OH:17])[N:15]=2)=[O:9])[CH2:6][CH2:5][CH2:4][CH2:3][CH2:2]1.C1C=CN=CC=1.O=S(=O)=O.C(N(CC)CC)C. (10) Given the product [CH2:27]([O:26][C:24]([N:19]1[CH2:20][CH2:21][N:16]([C:8]2[C:9]3[CH:15]=[CH:14][CH:13]=[CH:12][C:10]=3[NH:11][C:5]3[CH:4]=[CH:3][C:2]([Cl:1])=[CH:22][C:6]=3[N:7]=2)[CH2:17][CH2:18]1)=[O:25])[CH:28]=[CH2:29], predict the reactants needed to synthesize it. The reactants are: [Cl:1][C:2]1[CH:3]=[CH:4][C:5]2[NH:11][C:10]3[CH:12]=[CH:13][CH:14]=[CH:15][C:9]=3[C:8]([N:16]3[CH2:21][CH2:20][NH:19][CH2:18][CH2:17]3)=[N:7][C:6]=2[CH:22]=1.Cl[C:24]([O:26][CH2:27][CH:28]=[CH2:29])=[O:25].